From a dataset of Reaction yield outcomes from USPTO patents with 853,638 reactions. Predict the reaction yield, written as a fraction of the theoretical maximum amount of product (1.0 means a 100% yield; for example, 0.34 means a 34% yield). (1) The reactants are [Cl:1][C:2]1[CH:8]=[CH:7][C:5]([NH2:6])=[CH:4][CH:3]=1.[CH:9](O)=[O:10]. No catalyst specified. The product is [Cl:1][C:2]1[CH:8]=[CH:7][C:5]([NH:6][CH:9]=[O:10])=[CH:4][CH:3]=1. The yield is 0.970. (2) The reactants are [S:1]1[C:5]2[CH:6]=[CH:7][CH:8]=[CH:9][C:4]=2[C:3]([CH2:10][C:11](O)=[O:12])=[CH:2]1.[H-].[Al+3].[Li+].[H-].[H-].[H-]. The catalyst is O1CCCC1. The product is [S:1]1[C:5]2[CH:6]=[CH:7][CH:8]=[CH:9][C:4]=2[C:3]([CH2:10][CH2:11][OH:12])=[CH:2]1. The yield is 0.900.